From a dataset of Forward reaction prediction with 1.9M reactions from USPTO patents (1976-2016). Predict the product of the given reaction. Given the reactants [C:1]([O:5][C:6]([N:8]1[CH2:14][CH2:13][C:12]2[CH:15]=[C:16]([O:22][CH3:23])[C:17]([N+:19]([O-])=O)=[CH:18][C:11]=2[CH2:10][CH2:9]1)=[O:7])([CH3:4])([CH3:3])[CH3:2], predict the reaction product. The product is: [C:1]([O:5][C:6]([N:8]1[CH2:14][CH2:13][C:12]2[CH:15]=[C:16]([O:22][CH3:23])[C:17]([NH2:19])=[CH:18][C:11]=2[CH2:10][CH2:9]1)=[O:7])([CH3:4])([CH3:3])[CH3:2].